Dataset: Reaction yield outcomes from USPTO patents with 853,638 reactions. Task: Predict the reaction yield, written as a fraction of the theoretical maximum amount of product (1.0 means a 100% yield; for example, 0.34 means a 34% yield). (1) The reactants are [CH2:1]([N:3]([CH2:40][CH3:41])[C:4]1[CH:13]=[C:12]2[C:7]([CH:8]=[C:9]([C:15]([NH:17][C:18]3[CH:19]=[C:20]([NH:32]C(=O)OC(C)(C)C)[CH:21]=[C:22]([N:24]4[C:28](=[O:29])[CH:27]=[C:26]([CH3:30])[C:25]4=[O:31])[CH:23]=3)=[O:16])[C:10](=[O:14])[O:11]2)=[CH:6][CH:5]=1)[CH3:2].C(O)(C(F)(F)F)=O. The catalyst is C(Cl)Cl. The product is [NH2:32][C:20]1[CH:19]=[C:18]([NH:17][C:15]([C:9]2[C:10](=[O:14])[O:11][C:12]3[C:7]([CH:8]=2)=[CH:6][CH:5]=[C:4]([N:3]([CH2:40][CH3:41])[CH2:1][CH3:2])[CH:13]=3)=[O:16])[CH:23]=[C:22]([N:24]2[C:28](=[O:29])[CH:27]=[C:26]([CH3:30])[C:25]2=[O:31])[CH:21]=1. The yield is 0.950. (2) The reactants are O=C1[C:6]2([CH2:11][CH2:10][N:9]([C:12]([O:14][C:15]([CH3:18])([CH3:17])[CH3:16])=[O:13])[CH2:8][CH2:7]2)[N:5]([C:19]2[CH:24]=[CH:23][CH:22]=[CH:21][CH:20]=2)CN1.[C:25](=[O:28])([O-:27])[O-].[K+].[K+].Cl[CH2:32][C:33]([N:35]([CH2:38][CH3:39])[CH2:36][CH3:37])=[O:34].[CH3:40][N:41]([CH3:44])[CH:42]=[O:43]. The catalyst is C(OCC)(=O)C. The product is [CH2:36]([N:35]([CH2:38][CH3:39])[C:33](=[O:34])[CH2:32][O:27][C:25]([C:19]1[CH:20]=[C:21]([CH:22]=[CH:23][CH:24]=1)[CH2:40][N:41]1[C:42](=[O:43])[C:6]2([CH2:11][CH2:10][N:9]([C:12]([O:14][C:15]([CH3:18])([CH3:17])[CH3:16])=[O:13])[CH2:8][CH2:7]2)[N:5]([C:19]2[CH:24]=[CH:23][CH:22]=[CH:21][CH:20]=2)[CH2:44]1)=[O:28])[CH3:37]. The yield is 0.880. (3) The reactants are [NH2:1][C:2]1[S:3][C:4]([C:8]([O:10]CC)=[O:9])=[C:5]([CH3:7])[N:6]=1.[Cl:13][C:14]1[S:18][C:17]([S:19](Cl)(=[O:21])=[O:20])=[CH:16][C:15]=1[C:23]1[CH:28]=[C:27]([F:29])[CH:26]=[CH:25][C:24]=1[F:30]. No catalyst specified. The product is [Cl:13][C:14]1[S:18][C:17]([S:19]([NH:1][C:2]2[S:3][C:4]([C:8]([OH:10])=[O:9])=[C:5]([CH3:7])[N:6]=2)(=[O:21])=[O:20])=[CH:16][C:15]=1[C:23]1[CH:28]=[C:27]([F:29])[CH:26]=[CH:25][C:24]=1[F:30]. The yield is 0.170. (4) The reactants are [Br:1][C:2]1[S:6][C:5]([C:7]([OH:9])=O)=[CH:4][CH:3]=1.C1CN([P+](Br)(N2CCCC2)N2CCCC2)CC1.F[P-](F)(F)(F)(F)F.C(N(C(C)C)CC)(C)C.[NH2:43][CH:44]([C:54]1[CH:59]=[CH:58][CH:57]=[CH:56][CH:55]=1)[CH2:45][NH:46][C:47](=[O:53])[O:48][C:49]([CH3:52])([CH3:51])[CH3:50]. The catalyst is C(Cl)Cl. The product is [Br:1][C:2]1[S:6][C:5]([C:7]([NH:43][CH:44]([C:54]2[CH:59]=[CH:58][CH:57]=[CH:56][CH:55]=2)[CH2:45][NH:46][C:47](=[O:53])[O:48][C:49]([CH3:52])([CH3:50])[CH3:51])=[O:9])=[CH:4][CH:3]=1. The yield is 0.620. (5) The reactants are [NH2:1][C:2]1[CH:3]=[C:4]([SH:8])[CH:5]=[CH:6][CH:7]=1.Cl.Cl[C:11]1[CH:16]=[CH:15][N:14]=[CH:13][CH:12]=1.C([O-])([O-])=O.[K+].[K+]. The catalyst is CN(C=O)C.CCOC(C)=O.O. The product is [N:14]1[CH:15]=[CH:16][C:11]([S:8][C:4]2[CH:3]=[C:2]([CH:7]=[CH:6][CH:5]=2)[NH2:1])=[CH:12][CH:13]=1. The yield is 0.660.